This data is from Full USPTO retrosynthesis dataset with 1.9M reactions from patents (1976-2016). The task is: Predict the reactants needed to synthesize the given product. The reactants are: [NH2:1][CH:2]1[C:16](=[O:17])[N:15]2[CH2:18][C@H:19]([O:21][C:22]3[C:23]4[S:36][CH:35]=[CH:34][C:24]=4[N:25]=[C:26]([C:28]4[N:29]([CH3:33])[CH:30]=[CH:31][N:32]=4)[N:27]=3)[CH2:20][C@H:14]2[C:13](=[O:37])[NH:12][C@:11]2([C:39]([O:41][CH3:42])=[O:40])[CH2:38][C@H:10]2[CH:9]=[CH:8][CH2:7][CH2:6][CH2:5][CH2:4][CH2:3]1.[CH:43]1([CH2:48][C:49](O)=[O:50])[CH2:47][CH2:46][CH2:45][CH2:44]1. Given the product [CH:43]1([CH2:48][C:49]([NH:1][C@@H:2]2[C:16](=[O:17])[N:15]3[CH2:18][C@H:19]([O:21][C:22]4[C:23]5[S:36][CH:35]=[CH:34][C:24]=5[N:25]=[C:26]([C:28]5[N:29]([CH3:33])[CH:30]=[CH:31][N:32]=5)[N:27]=4)[CH2:20][C@H:14]3[C:13](=[O:37])[NH:12][C@:11]3([C:39]([O:41][CH3:42])=[O:40])[CH2:38][C@H:10]3[CH:9]=[CH:8][CH2:7][CH2:6][CH2:5][CH2:4][CH2:3]2)=[O:50])[CH2:47][CH2:46][CH2:45][CH2:44]1, predict the reactants needed to synthesize it.